This data is from Catalyst prediction with 721,799 reactions and 888 catalyst types from USPTO. The task is: Predict which catalyst facilitates the given reaction. (1) Reactant: [F:1][C:2]1[CH:3]=[CH:4][C:5]2[NH:6][C:7]3[C:12]([C:13]=2[CH:14]=1)=[CH:11][C:10]([F:15])=[CH:9][CH:8]=3.[OH-].[K+].Cl[CH2:19][C:20]1([CH3:23])[CH2:22][O:21]1. Product: [F:15][C:10]1[CH:9]=[CH:8][C:7]2[N:6]([CH2:19][C:20]3([CH3:23])[CH2:22][O:21]3)[C:5]3[C:13]([C:12]=2[CH:11]=1)=[CH:14][C:2]([F:1])=[CH:3][CH:4]=3. The catalyst class is: 9. (2) Reactant: [C:1]([C:4]1[N:9]=[C:8]([C:10]2[CH:15]=[CH:14][C:13]([C@H:16]3[CH2:21][CH2:20][C@H:19]([CH2:22][C:23]([OH:25])=[O:24])[CH2:18][CH2:17]3)=[CH:12][CH:11]=2)[C:7]([CH3:26])=[N:6][CH:5]=1)(=O)[NH2:2].COC1C=CC(P2(SP(C3C=CC(OC)=CC=3)(=S)S2)=[S:36])=CC=1.CC1C(C(N)=O)=N[C:53]([C:57]2[CH:62]=[CH:62][C:57]([C@H:53]3CC[C@H](CC(NS(C)(=O)=O)=O)CC3)=[CH:58][CH:58]=2)=C(C)N=1. Product: [C:57]([O:25][C:23](=[O:24])[CH2:22][C@H:19]1[CH2:20][CH2:21][C@H:16]([C:13]2[CH:14]=[CH:15][C:10]([C:8]3[C:7]([CH3:26])=[N:6][CH:5]=[C:4]([C:1]([NH2:2])=[S:36])[N:9]=3)=[CH:11][CH:12]=2)[CH2:17][CH2:18]1)([CH3:62])([CH3:58])[CH3:53]. The catalyst class is: 11. (3) Reactant: [CH2:1]([CH:3]1[CH2:7][CH:6]([CH2:8][OH:9])[CH2:5][CH:4]1[C:10]([O:12][CH2:13][CH3:14])=[O:11])[CH3:2].[Cr](Cl)([O-])(=O)=O.[NH+]1C=CC=CC=1. Product: [CH2:1]([CH:3]1[CH2:7][CH:6]([CH:8]=[O:9])[CH2:5][CH:4]1[C:10]([O:12][CH2:13][CH3:14])=[O:11])[CH3:2]. The catalyst class is: 2. (4) Reactant: [H-].[Na+].[CH2:3]([O:6][C:7]([CH:9]([CH2:16][CH2:17][CH2:18][CH2:19][C:20]([O:22][CH2:23][CH3:24])=[O:21])[C:10]([O:12][CH2:13][CH:14]=[CH2:15])=[O:11])=[O:8])[CH:4]=[CH2:5].Br[CH2:26][CH2:27][C:28]1[CH:35]=[CH:34][C:31]([C:32]#[N:33])=[CH:30][CH:29]=1.O. Product: [CH2:3]([O:6][C:7]([C:9]([CH2:26][CH2:27][C:28]1[CH:35]=[CH:34][C:31]([C:32]#[N:33])=[CH:30][CH:29]=1)([CH2:16][CH2:17][CH2:18][CH2:19][C:20]([O:22][CH2:23][CH3:24])=[O:21])[C:10]([O:12][CH2:13][CH:14]=[CH2:15])=[O:11])=[O:8])[CH:4]=[CH2:5]. The catalyst class is: 3. (5) Reactant: [CH2:1]([O:3][C:4]([N:6]1[CH2:23][CH2:22][C:10]2[C:11]3[C:12](Cl)([CH3:20])[C:13]([F:19])([F:18])[CH2:14][C:15]=3[CH:16]=[CH:17][C:9]=2[CH2:8][CH2:7]1)=[O:5])[CH3:2].[CH3:24][Al](C)C. Product: [CH2:1]([O:3][C:4]([N:6]1[CH2:23][CH2:22][C:10]2[C:11]3[C:12]([CH3:24])([CH3:20])[C:13]([F:19])([F:18])[CH2:14][C:15]=3[CH:16]=[CH:17][C:9]=2[CH2:8][CH2:7]1)=[O:5])[CH3:2]. The catalyst class is: 244. (6) Reactant: [N:1]1[CH:6]=[CH:5][CH:4]=[C:3]([C:7]2[C:8]3[CH:15]=[CH:14][C:13]([OH:16])=[CH:12][C:9]=3[S:10][CH:11]=2)[CH:2]=1.[CH:17](Br)([CH3:19])[CH3:18].C(=O)([O-])[O-].[K+].[K+]. Product: [CH:17]([O:16][C:13]1[CH:14]=[CH:15][C:8]2[C:7]([C:3]3[CH:2]=[N:1][CH:6]=[CH:5][CH:4]=3)=[CH:11][S:10][C:9]=2[CH:12]=1)([CH3:19])[CH3:18]. The catalyst class is: 369. (7) Reactant: [CH3:1][C:2]1([CH3:23])[C:6]([CH3:8])([CH3:7])[O:5][B:4]([C:9]2[CH:14]=[CH:13][C:12]([CH:15]3[CH2:17][CH:16]3[C:18]([O:20]CC)=[O:19])=[CH:11][CH:10]=2)[O:3]1.[Li+].[OH-]. Product: [CH3:7][C:6]1([CH3:8])[C:2]([CH3:1])([CH3:23])[O:3][B:4]([C:9]2[CH:14]=[CH:13][C:12]([CH:15]3[CH2:17][CH:16]3[C:18]([OH:20])=[O:19])=[CH:11][CH:10]=2)[O:5]1. The catalyst class is: 20.